Regression. Given two drug SMILES strings and cell line genomic features, predict the synergy score measuring deviation from expected non-interaction effect. From a dataset of NCI-60 drug combinations with 297,098 pairs across 59 cell lines. (1) Drug 1: CC(C)(C#N)C1=CC(=CC(=C1)CN2C=NC=N2)C(C)(C)C#N. Drug 2: CN(CCCl)CCCl.Cl. Cell line: HL-60(TB). Synergy scores: CSS=35.3, Synergy_ZIP=0.667, Synergy_Bliss=0.235, Synergy_Loewe=-2.62, Synergy_HSA=-1.15. (2) Drug 1: CC1=C(C(CCC1)(C)C)C=CC(=CC=CC(=CC(=O)O)C)C. Drug 2: C(CCl)NC(=O)N(CCCl)N=O. Cell line: HL-60(TB). Synergy scores: CSS=36.8, Synergy_ZIP=0.607, Synergy_Bliss=0.870, Synergy_Loewe=-20.8, Synergy_HSA=1.42.